From a dataset of Buchwald-Hartwig C-N cross coupling reaction yields with 55,370 reactions. Predict the reaction yield, written as a fraction of the theoretical maximum amount of product (1.0 means a 100% yield; for example, 0.34 means a 34% yield). (1) The yield is 0.0233. No catalyst specified. The product is CCc1ccc(Nc2ccc(C)cc2)cc1. The reactants are CCc1ccc(Cl)cc1.Cc1ccc(N)cc1.O=S(=O)(O[Pd]1c2ccccc2-c2ccccc2N~1)C(F)(F)F.CC(C)c1cc(C(C)C)c(-c2ccccc2P(C2CCCCC2)C2CCCCC2)c(C(C)C)c1.CN1CCCN2CCCN=C12.c1ccc(-c2cnoc2)cc1. (2) The reactants are COc1ccc(Cl)cc1.Cc1ccc(N)cc1.O=S(=O)(O[Pd]1c2ccccc2-c2ccccc2N~1)C(F)(F)F.COc1ccc(OC)c(P([C@]23C[C@H]4C[C@H](C[C@H](C4)C2)C3)[C@]23C[C@H]4C[C@H](C[C@H](C4)C2)C3)c1-c1c(C(C)C)cc(C(C)C)cc1C(C)C.CCN=P(N=P(N(C)C)(N(C)C)N(C)C)(N(C)C)N(C)C.Cc1cc(C)on1. No catalyst specified. The product is COc1ccc(Nc2ccc(C)cc2)cc1. The yield is 0. (3) The reactants are FC(F)(F)c1ccc(Br)cc1.Cc1ccc(N)cc1.O=S(=O)(O[Pd]1c2ccccc2-c2ccccc2N~1)C(F)(F)F.CC(C)c1cc(C(C)C)c(-c2ccccc2P(C2CCCCC2)C2CCCCC2)c(C(C)C)c1.CN(C)C(=NC(C)(C)C)N(C)C.c1ccc(-c2ccno2)cc1. No catalyst specified. The product is Cc1ccc(Nc2ccc(C(F)(F)F)cc2)cc1. The yield is 0.306.